This data is from Reaction yield outcomes from USPTO patents with 853,638 reactions. The task is: Predict the reaction yield, written as a fraction of the theoretical maximum amount of product (1.0 means a 100% yield; for example, 0.34 means a 34% yield). The reactants are [Cl:1][C:2]1[CH:3]=[C:4]([CH2:9][C:10]([OH:12])=O)[CH:5]=[CH:6][C:7]=1[Cl:8].Cl.[CH3:14][NH:15][O:16][CH3:17].Cl.CN(C)CCCN=C=NCC.OC1C2N=NNC=2C=CC=1.C(N(CC)CC)C. The product is [Cl:1][C:2]1[CH:3]=[C:4]([CH2:9][C:10]([N:15]([O:16][CH3:17])[CH3:14])=[O:12])[CH:5]=[CH:6][C:7]=1[Cl:8]. The yield is 0.727. The catalyst is ClCCl.O.